From a dataset of Forward reaction prediction with 1.9M reactions from USPTO patents (1976-2016). Predict the product of the given reaction. (1) Given the reactants [C:1]([O:5][C:6]([N:8]([C:31]([O:33][C:34]([CH3:37])([CH3:36])[CH3:35])=[O:32])[C:9]1[CH:14]=[C:13]([CH2:15][C@H:16]2[C:19](=[O:20])[N:18]([Si:21]([C:24]([CH3:27])([CH3:26])[CH3:25])([CH3:23])[CH3:22])[C@@H:17]2[C:28](O)=[O:29])[CH:12]=[CH:11][N:10]=1)=[O:7])([CH3:4])([CH3:3])[CH3:2].Cl.[CH3:39][O:40][C:41]1[CH:46]=[C:45]([O:47][CH3:48])[CH:44]=[C:43]([O:49][CH3:50])[C:42]=1[CH2:51][NH2:52].F[P-](F)(F)(F)(F)F.C[N+](C)=C(N(C)C)ON1C2N=CC=CC=2N=N1.C(N(CC)C(C)C)(C)C, predict the reaction product. The product is: [C:34]([O:33][C:31]([N:8]([C:9]1[CH:14]=[C:13]([CH2:15][C@@H:16]2[C@@H:17]([C:28](=[O:29])[NH:52][CH2:51][C:42]3[C:43]([O:49][CH3:50])=[CH:44][C:45]([O:47][CH3:48])=[CH:46][C:41]=3[O:40][CH3:39])[N:18]([Si:21]([C:24]([CH3:25])([CH3:26])[CH3:27])([CH3:22])[CH3:23])[C:19]2=[O:20])[CH:12]=[CH:11][N:10]=1)[C:6]([O:5][C:1]([CH3:2])([CH3:4])[CH3:3])=[O:7])=[O:32])([CH3:37])([CH3:35])[CH3:36]. (2) Given the reactants Br[CH2:2][C:3]1[CH:12]=[C:11]2[C:6]([C:7]([C:15]3[CH:20]=[CH:19][C:18]([F:21])=[CH:17][CH:16]=3)=[CH:8][C:9]([C:13]#[N:14])=[N:10]2)=[CH:5][CH:4]=1.CCN(C(C)C)C(C)C.[NH:31]1[CH:35]=[C:34]([CH:36]=[O:37])[CH:33]=[N:32]1, predict the reaction product. The product is: [F:21][C:18]1[CH:19]=[CH:20][C:15]([C:7]2[C:6]3[C:11](=[CH:12][C:3]([CH2:2][N:31]4[CH:35]=[C:34]([CH:36]=[O:37])[CH:33]=[N:32]4)=[CH:4][CH:5]=3)[N:10]=[C:9]([C:13]#[N:14])[CH:8]=2)=[CH:16][CH:17]=1.